From a dataset of Catalyst prediction with 721,799 reactions and 888 catalyst types from USPTO. Predict which catalyst facilitates the given reaction. Reactant: [Br:1][C:2]1[C:3]([F:10])=[C:4]([OH:9])[C:5]([Cl:8])=[CH:6][CH:7]=1.[H-].[Na+].[F:13][CH:14]([F:21])[CH2:15]OS(C)(=O)=O. Product: [Br:1][C:2]1[CH:7]=[CH:6][C:5]([Cl:8])=[C:4]([O:9][CH2:15][CH:14]([F:21])[F:13])[C:3]=1[F:10]. The catalyst class is: 18.